Dataset: Catalyst prediction with 721,799 reactions and 888 catalyst types from USPTO. Task: Predict which catalyst facilitates the given reaction. Product: [O:1]=[C:2]1[O:22][C:16]2([CH2:21][CH2:20][CH2:19][CH2:18][CH2:17]2)[C:5]2[CH:6]=[C:7](/[C:10](/[CH3:15])=[CH:11]/[C:12]#[N:14])[CH:8]=[CH:9][C:4]=2[NH:3]1. The catalyst class is: 12. Reactant: [O:1]=[C:2]1[O:22][C:16]2([CH2:21][CH2:20][CH2:19][CH2:18][CH2:17]2)[C:5]2[CH:6]=[C:7](/[C:10](/[CH3:15])=[CH:11]/[C:12]([NH2:14])=O)[CH:8]=[CH:9][C:4]=2[NH:3]1.S(Cl)(Cl)=O.